The task is: Regression. Given two drug SMILES strings and cell line genomic features, predict the synergy score measuring deviation from expected non-interaction effect.. This data is from NCI-60 drug combinations with 297,098 pairs across 59 cell lines. (1) Drug 1: C1=CC(=CC=C1CCC2=CNC3=C2C(=O)NC(=N3)N)C(=O)NC(CCC(=O)O)C(=O)O. Drug 2: CCCS(=O)(=O)NC1=C(C(=C(C=C1)F)C(=O)C2=CNC3=C2C=C(C=N3)C4=CC=C(C=C4)Cl)F. Cell line: RXF 393. Synergy scores: CSS=8.81, Synergy_ZIP=-6.00, Synergy_Bliss=-6.05, Synergy_Loewe=-4.40, Synergy_HSA=-2.90. (2) Synergy scores: CSS=31.7, Synergy_ZIP=-0.972, Synergy_Bliss=-2.65, Synergy_Loewe=-2.11, Synergy_HSA=-1.79. Drug 2: CC(C)(C#N)C1=CC(=CC(=C1)CN2C=NC=N2)C(C)(C)C#N. Drug 1: CC(CN1CC(=O)NC(=O)C1)N2CC(=O)NC(=O)C2. Cell line: A549. (3) Synergy scores: CSS=-5.51, Synergy_ZIP=4.03, Synergy_Bliss=-3.70, Synergy_Loewe=-13.9, Synergy_HSA=-12.8. Drug 1: C1CCN(CC1)CCOC2=CC=C(C=C2)C(=O)C3=C(SC4=C3C=CC(=C4)O)C5=CC=C(C=C5)O. Drug 2: CS(=O)(=O)C1=CC(=C(C=C1)C(=O)NC2=CC(=C(C=C2)Cl)C3=CC=CC=N3)Cl. Cell line: HL-60(TB). (4) Drug 1: C1CCN(CC1)CCOC2=CC=C(C=C2)C(=O)C3=C(SC4=C3C=CC(=C4)O)C5=CC=C(C=C5)O. Drug 2: CN(C)N=NC1=C(NC=N1)C(=O)N. Cell line: SK-MEL-2. Synergy scores: CSS=-3.02, Synergy_ZIP=2.98, Synergy_Bliss=3.30, Synergy_Loewe=-2.63, Synergy_HSA=-2.77. (5) Drug 1: C1=NC(=NC(=O)N1C2C(C(C(O2)CO)O)O)N. Drug 2: N.N.Cl[Pt+2]Cl. Cell line: TK-10. Synergy scores: CSS=46.4, Synergy_ZIP=-9.55, Synergy_Bliss=0.503, Synergy_Loewe=-1.52, Synergy_HSA=2.75. (6) Drug 2: COCCOC1=C(C=C2C(=C1)C(=NC=N2)NC3=CC=CC(=C3)C#C)OCCOC.Cl. Drug 1: C1=NC2=C(N=C(N=C2N1C3C(C(C(O3)CO)O)F)Cl)N. Synergy scores: CSS=30.4, Synergy_ZIP=-7.80, Synergy_Bliss=-2.08, Synergy_Loewe=-18.3, Synergy_HSA=-2.09. Cell line: BT-549. (7) Drug 1: C1=C(C(=O)NC(=O)N1)N(CCCl)CCCl. Drug 2: CC12CCC3C(C1CCC2O)C(CC4=C3C=CC(=C4)O)CCCCCCCCCS(=O)CCCC(C(F)(F)F)(F)F. Cell line: M14. Synergy scores: CSS=12.0, Synergy_ZIP=-6.17, Synergy_Bliss=-6.93, Synergy_Loewe=-10.3, Synergy_HSA=-9.31. (8) Drug 1: C1CN(CCN1C(=O)CCBr)C(=O)CCBr. Drug 2: CC(C)CN1C=NC2=C1C3=CC=CC=C3N=C2N. Cell line: MDA-MB-435. Synergy scores: CSS=8.44, Synergy_ZIP=-2.04, Synergy_Bliss=-4.54, Synergy_Loewe=-5.82, Synergy_HSA=-9.82. (9) Drug 1: CC1CCC2CC(C(=CC=CC=CC(CC(C(=O)C(C(C(=CC(C(=O)CC(OC(=O)C3CCCCN3C(=O)C(=O)C1(O2)O)C(C)CC4CCC(C(C4)OC)OCCO)C)C)O)OC)C)C)C)OC. Drug 2: C(CC(=O)O)C(=O)CN.Cl. Cell line: MCF7. Synergy scores: CSS=10.2, Synergy_ZIP=1.48, Synergy_Bliss=1.14, Synergy_Loewe=-19.3, Synergy_HSA=-0.588.